Dataset: Reaction yield outcomes from USPTO patents with 853,638 reactions. Task: Predict the reaction yield, written as a fraction of the theoretical maximum amount of product (1.0 means a 100% yield; for example, 0.34 means a 34% yield). (1) The reactants are [CH2:1]([O:8][C:9]1[C:18]([Br:19])=[CH:17][CH:16]=[C:15]2[C:10]=1[C:11]([C:21]([F:24])([F:23])[F:22])=[CH:12][C:13](=[O:20])[NH:14]2)[C:2]1[CH:7]=[CH:6][CH:5]=[CH:4][CH:3]=1.[F-].[Cs+].[CH:27](I)([CH3:29])[CH3:28]. The catalyst is CN(C=O)C. The product is [CH2:1]([O:8][C:9]1[C:18]([Br:19])=[CH:17][CH:16]=[C:15]2[C:10]=1[C:11]([C:21]([F:24])([F:22])[F:23])=[CH:12][C:13]([O:20][CH:27]([CH3:29])[CH3:28])=[N:14]2)[C:2]1[CH:7]=[CH:6][CH:5]=[CH:4][CH:3]=1. The yield is 1.00. (2) The reactants are [O:1]([NH2:3])[CH3:2].N1C=CC=CC=1.[CH:10]12[CH2:19][CH:14]3[CH2:15][CH:16]([CH2:18][CH:12]([CH2:13]3)[C:11]1=O)[CH2:17]2. The catalyst is Cl.CO. The product is [CH3:2][O:1][N:3]=[C:11]1[CH:12]2[CH2:18][CH:16]3[CH2:15][CH:14]([CH2:19][CH:10]1[CH2:17]3)[CH2:13]2. The yield is 0.660.